Dataset: NCI-60 drug combinations with 297,098 pairs across 59 cell lines. Task: Regression. Given two drug SMILES strings and cell line genomic features, predict the synergy score measuring deviation from expected non-interaction effect. (1) Drug 1: C1=C(C(=O)NC(=O)N1)N(CCCl)CCCl. Drug 2: CC1C(C(=O)NC(C(=O)N2CCCC2C(=O)N(CC(=O)N(C(C(=O)O1)C(C)C)C)C)C(C)C)NC(=O)C3=C4C(=C(C=C3)C)OC5=C(C(=O)C(=C(C5=N4)C(=O)NC6C(OC(=O)C(N(C(=O)CN(C(=O)C7CCCN7C(=O)C(NC6=O)C(C)C)C)C)C(C)C)C)N)C. Cell line: TK-10. Synergy scores: CSS=-2.33, Synergy_ZIP=-3.99, Synergy_Bliss=-7.35, Synergy_Loewe=-9.41, Synergy_HSA=-9.09. (2) Drug 1: CC1CCC2CC(C(=CC=CC=CC(CC(C(=O)C(C(C(=CC(C(=O)CC(OC(=O)C3CCCCN3C(=O)C(=O)C1(O2)O)C(C)CC4CCC(C(C4)OC)OCCO)C)C)O)OC)C)C)C)OC. Drug 2: CS(=O)(=O)CCNCC1=CC=C(O1)C2=CC3=C(C=C2)N=CN=C3NC4=CC(=C(C=C4)OCC5=CC(=CC=C5)F)Cl. Cell line: OVCAR3. Synergy scores: CSS=25.8, Synergy_ZIP=1.75, Synergy_Bliss=2.27, Synergy_Loewe=5.60, Synergy_HSA=5.71. (3) Drug 1: CN1CCC(CC1)COC2=C(C=C3C(=C2)N=CN=C3NC4=C(C=C(C=C4)Br)F)OC. Drug 2: CC=C1C(=O)NC(C(=O)OC2CC(=O)NC(C(=O)NC(CSSCCC=C2)C(=O)N1)C(C)C)C(C)C. Cell line: SN12C. Synergy scores: CSS=37.1, Synergy_ZIP=-3.29, Synergy_Bliss=-0.0272, Synergy_Loewe=-1.15, Synergy_HSA=-0.767. (4) Drug 1: CC(C)(C#N)C1=CC(=CC(=C1)CN2C=NC=N2)C(C)(C)C#N. Drug 2: C1CNP(=O)(OC1)N(CCCl)CCCl. Cell line: SK-MEL-28. Synergy scores: CSS=-3.16, Synergy_ZIP=0.824, Synergy_Bliss=-2.24, Synergy_Loewe=-4.98, Synergy_HSA=-4.50. (5) Drug 1: CC(C1=C(C=CC(=C1Cl)F)Cl)OC2=C(N=CC(=C2)C3=CN(N=C3)C4CCNCC4)N. Drug 2: C1CN(CCN1C(=O)CCBr)C(=O)CCBr. Cell line: SK-MEL-2. Synergy scores: CSS=5.20, Synergy_ZIP=-1.42, Synergy_Bliss=5.09, Synergy_Loewe=1.11, Synergy_HSA=1.97. (6) Drug 1: C1=C(C(=O)NC(=O)N1)F. Drug 2: COCCOC1=C(C=C2C(=C1)C(=NC=N2)NC3=CC=CC(=C3)C#C)OCCOC.Cl. Cell line: SF-268. Synergy scores: CSS=31.5, Synergy_ZIP=4.75, Synergy_Bliss=6.81, Synergy_Loewe=4.59, Synergy_HSA=5.22. (7) Drug 1: CC1=C(N=C(N=C1N)C(CC(=O)N)NCC(C(=O)N)N)C(=O)NC(C(C2=CN=CN2)OC3C(C(C(C(O3)CO)O)O)OC4C(C(C(C(O4)CO)O)OC(=O)N)O)C(=O)NC(C)C(C(C)C(=O)NC(C(C)O)C(=O)NCCC5=NC(=CS5)C6=NC(=CS6)C(=O)NCCC[S+](C)C)O. Drug 2: C(CCl)NC(=O)N(CCCl)N=O. Cell line: A549. Synergy scores: CSS=55.3, Synergy_ZIP=1.87, Synergy_Bliss=4.37, Synergy_Loewe=-34.8, Synergy_HSA=5.19. (8) Drug 2: C1CNP(=O)(OC1)N(CCCl)CCCl. Cell line: SF-539. Drug 1: C1=NC2=C(N1)C(=S)N=C(N2)N. Synergy scores: CSS=17.5, Synergy_ZIP=0.244, Synergy_Bliss=-2.52, Synergy_Loewe=-28.0, Synergy_HSA=-7.69.